Dataset: Reaction yield outcomes from USPTO patents with 853,638 reactions. Task: Predict the reaction yield, written as a fraction of the theoretical maximum amount of product (1.0 means a 100% yield; for example, 0.34 means a 34% yield). (1) The reactants are CC([N:5]([C@H:9]([CH2:19]O)[CH2:10][C:11]1[C:16]([F:17])=[CH:15][CH:14]=[CH:13][C:12]=1[F:18])[C:6](=[O:8])[O-:7])(C)C.[C:21]1(=[O:31])[NH:25][C:24](=[O:26])[C:23]2=[CH:27][CH:28]=[CH:29][CH:30]=[C:22]12.C1(P([C:45]2[CH:50]=[CH:49]C=CC=2)C2C=CC=CC=2)C=CC=CC=1.[CH3:51]COC(/N=N/C(OCC)=O)=O. The catalyst is O1CCCC1.CO. The product is [F:17][C:16]1[CH:15]=[CH:14][CH:13]=[C:12]([F:18])[C:11]=1[CH2:10][C@H:9]([NH:5][C:6](=[O:8])[O:7][C:50]([CH3:49])([CH3:45])[CH3:51])[CH2:19][N:25]1[C:21](=[O:31])[C:22]2[C:23](=[CH:27][CH:28]=[CH:29][CH:30]=2)[C:24]1=[O:26]. The yield is 0.550. (2) The reactants are [CH3:1][S:2]([C:5]1[CH:6]=[C:7]([CH2:11][OH:12])[CH:8]=[CH:9][CH:10]=1)(=[O:4])=[O:3].C1C=C[NH+]=CC=1.[O-][Cr](Cl)(=O)=O. The catalyst is C(Cl)Cl. The product is [CH3:1][S:2]([C:5]1[CH:6]=[C:7]([CH:8]=[CH:9][CH:10]=1)[CH:11]=[O:12])(=[O:3])=[O:4]. The yield is 0.740.